From a dataset of Reaction yield outcomes from USPTO patents with 853,638 reactions. Predict the reaction yield, written as a fraction of the theoretical maximum amount of product (1.0 means a 100% yield; for example, 0.34 means a 34% yield). (1) The reactants are [N:1]1[CH:6]=[CH:5][CH:4]=[CH:3][C:2]=1[C:7]1[N:11]=[C:10]([C:12]2[CH:17]=[C:16]([C:18]#[N:19])[CH:15]=[C:14](Br)[CH:13]=2)[O:9][N:8]=1.[CH:21]([Sn](CCCC)(CCCC)CCCC)=[CH2:22]. The catalyst is O1CCCC1.ClCCl.O.C1C=CC([P]([Pd]([P](C2C=CC=CC=2)(C2C=CC=CC=2)C2C=CC=CC=2)([P](C2C=CC=CC=2)(C2C=CC=CC=2)C2C=CC=CC=2)[P](C2C=CC=CC=2)(C2C=CC=CC=2)C2C=CC=CC=2)(C2C=CC=CC=2)C2C=CC=CC=2)=CC=1. The product is [N:1]1[CH:6]=[CH:5][CH:4]=[CH:3][C:2]=1[C:7]1[N:11]=[C:10]([C:12]2[CH:13]=[C:14]([CH:21]=[CH2:22])[CH:15]=[C:16]([C:18]#[N:19])[CH:17]=2)[O:9][N:8]=1. The yield is 0.780. (2) The reactants are [N+:1]([C:4]1[C:9]([CH2:10][CH2:11][NH:12][CH:13]2[CH2:18][CH2:17][N:16]([C:19]([O:21][C:22]([CH3:25])([CH3:24])[CH3:23])=[O:20])[CH2:15][CH2:14]2)=[CH:8][CH:7]=[CH:6][N:5]=1)([O-])=O.[H][H].C(N(CC)CC)C.[CH3:35][OH:36]. The yield is 0.920. The catalyst is [Pd]. The product is [O:36]=[C:35]1[NH:1][C:4]2[N:5]=[CH:6][CH:7]=[CH:8][C:9]=2[CH2:10][CH2:11][N:12]1[CH:13]1[CH2:18][CH2:17][N:16]([C:19]([O:21][C:22]([CH3:25])([CH3:24])[CH3:23])=[O:20])[CH2:15][CH2:14]1. (3) The reactants are [Cl:1][C:2]1[CH:3]=[C:4]([N:9]2[CH2:18][CH2:17][C:16]3[C:11](=[CH:12][CH:13]=[C:14]([O:19]CC4C=CC=CC=4)[CH:15]=3)[CH:10]2[CH2:27][C:28]2[CH:33]=[CH:32][C:31](O)=[CH:30][CH:29]=2)[CH:5]=[CH:6][C:7]=1[Cl:8].[C:35](=[O:38])([O-])[O-].[K+].[K+].Cl.ClCC[N:45]1[CH2:50][CH2:49][CH2:48][CH2:47][CH2:46]1.[CH3:51]N(C=O)C. No catalyst specified. The product is [Cl:1][C:2]1[CH:3]=[C:4]([N:9]2[CH2:18][CH2:17][C:16]3[C:11](=[CH:12][CH:13]=[C:14]([OH:19])[CH:15]=3)[CH:10]2[CH2:27][C:28]2[CH:33]=[CH:32][C:31]([O:38][CH2:35][CH2:51][CH:50]3[CH2:49][CH2:48][CH2:47][CH2:46][NH:45]3)=[CH:30][CH:29]=2)[CH:5]=[CH:6][C:7]=1[Cl:8]. The yield is 0.700. (4) The reactants are [C:1]1([C:12]2[CH:17]=[CH:16][CH:15]=[CH:14][CH:13]=2)[CH:6]=[CH:5][C:4]([C:7](C)=[CH:8][CH2:9][OH:10])=[CH:3][CH:2]=1.CN(C1C=CC2N=C3C(=CC(C=C3)=[N+](C)C)SC=2C=1)C.[CH3:38][C:39](=[O:50])[CH2:40][CH2:41][CH2:42][CH2:43][CH2:44][CH2:45][CH2:46][CH2:47][CH2:48][CH3:49].[O:51]1[CH2:56]CCOO1. The catalyst is C(#N)C.C(Cl)(Cl)Cl.Cl. The product is [CH2:40]([C:39]1([CH3:38])[O:51][CH2:56][CH:9]([CH:8]=[CH:7][C:4]2[CH:3]=[CH:2][C:1]([C:12]3[CH:13]=[CH:14][CH:15]=[CH:16][CH:17]=3)=[CH:6][CH:5]=2)[O:10][O:50]1)[CH2:41][CH2:42][CH2:43][CH2:44][CH2:45][CH2:46][CH2:47][CH2:48][CH3:49]. The yield is 0.270. (5) The reactants are Br[C:2]1[CH:7]=[CH:6][C:5]([C:8]2[N:12]=[CH:11][N:10]([C:13]3[CH:18]=[CH:17][C:16]([O:19][C:20]([F:23])([F:22])[F:21])=[CH:15][CH:14]=3)[N:9]=2)=[CH:4][CH:3]=1.P([O-])([O-])([O-])=O.[K+].[K+].[K+].CC(=O)[CH2:34][C:35](=[O:37])[CH3:36]. The catalyst is CS(C)=O.[Cu]I. The product is [F:21][C:20]([F:23])([F:22])[O:19][C:16]1[CH:17]=[CH:18][C:13]([N:10]2[CH:11]=[N:12][C:8]([C:5]3[CH:6]=[CH:7][C:2]([CH2:34][C:35](=[O:37])[CH3:36])=[CH:3][CH:4]=3)=[N:9]2)=[CH:14][CH:15]=1. The yield is 0.350. (6) The reactants are [CH3:1][O:2][C:3]1[CH:4]=[C:5]2[C:10](=[CH:11][C:12]=1[O:13][CH3:14])[N:9]=[CH:8][CH:7]=[C:6]2[O:15][C:16]1[CH:22]=[CH:21][C:19]([NH2:20])=[C:18]([CH3:23])[C:17]=1[CH3:24].C1(C)C=CC=CC=1.C(N(CC)CC)C.Cl[C:40](Cl)([O:42]C(=O)OC(Cl)(Cl)Cl)Cl.[F:51][C:52]1[CH:60]=[CH:59][C:55]([CH:56]([OH:58])[CH3:57])=[CH:54][CH:53]=1. The catalyst is C(Cl)Cl. The product is [CH3:1][O:2][C:3]1[CH:4]=[C:5]2[C:10](=[CH:11][C:12]=1[O:13][CH3:14])[N:9]=[CH:8][CH:7]=[C:6]2[O:15][C:16]1[CH:22]=[CH:21][C:19]([NH:20][C:40](=[O:42])[O:58][CH:56]([C:55]2[CH:59]=[CH:60][C:52]([F:51])=[CH:53][CH:54]=2)[CH3:57])=[C:18]([CH3:23])[C:17]=1[CH3:24]. The yield is 0.720. (7) The reactants are C(=O)(OCC)[O:2][C:3]1[CH:8]=[C:7]([N+:9]([O-:11])=[O:10])[C:6]([CH3:12])=[CH:5][C:4]=1[CH:13]1[CH:20]2[CH2:21][CH:16]3[CH2:17][CH:18]([CH2:22][CH:14]1[CH2:15]3)[CH2:19]2.N1CCCCC1. The catalyst is C(Cl)Cl. The product is [CH:14]12[CH2:15][CH:16]3[CH2:17][CH:18]([CH2:19][CH:20]([CH2:21]3)[CH:13]1[C:4]1[CH:5]=[C:6]([CH3:12])[C:7]([N+:9]([O-:11])=[O:10])=[CH:8][C:3]=1[OH:2])[CH2:22]2. The yield is 0.770. (8) The reactants are [Cl:1][C:2]1[CH:7]=[CH:6][C:5]([C:8]2(OC)[C@H:13]([OH:14])[C@@H:12]([OH:15])[C@H:11]([OH:16])[C@@H:10]([CH2:17][OH:18])[O:9]2)=[CH:4][C:3]=1[CH2:21][C:22]1[CH:27]=[CH:26][C:25]([OH:28])=[CH:24][CH:23]=1.C([SiH](CC)CC)C. The catalyst is C(Cl)Cl.C(#N)C. The product is [Cl:1][C:2]1[CH:7]=[CH:6][C:5]([CH:8]2[C@H:13]([OH:14])[C@@H:12]([OH:15])[C@H:11]([OH:16])[C@@H:10]([CH2:17][OH:18])[O:9]2)=[CH:4][C:3]=1[CH2:21][C:22]1[CH:23]=[CH:24][C:25]([OH:28])=[CH:26][CH:27]=1. The yield is 0.460.